Dataset: Forward reaction prediction with 1.9M reactions from USPTO patents (1976-2016). Task: Predict the product of the given reaction. (1) Given the reactants Cl[C:2]1[N:3]=[C:4]([NH:23][C:24]2[CH:29]=[CH:28][C:27]([O:30][CH3:31])=[CH:26][CH:25]=2)[C:5]2[C:10]([C:11]#[N:12])=[CH:9][N:8](S(C3C=CC(C)=CC=3)(=O)=O)[C:6]=2[N:7]=1.[NH2:32][C:33]1[CH:34]=[C:35]2[C:40](=[CH:41][CH:42]=1)[NH:39][C:38](=[O:43])[CH2:37][CH2:36]2.C[Si](Cl)(C)C, predict the reaction product. The product is: [CH3:31][O:30][C:27]1[CH:26]=[CH:25][C:24]([NH:23][C:4]2[C:5]3[C:10]([C:11]#[N:12])=[CH:9][NH:8][C:6]=3[N:7]=[C:2]([NH:32][C:33]3[CH:34]=[C:35]4[C:40](=[CH:41][CH:42]=3)[NH:39][C:38](=[O:43])[CH2:37][CH2:36]4)[N:3]=2)=[CH:29][CH:28]=1. (2) Given the reactants [NH2:1][CH:2]([C:5]1[CH:10]=[CH:9][CH:8]=[C:7]([Br:11])[CH:6]=1)[CH2:3][OH:4].CCN(CC)CC.[C:19](O[C:19]([O:21][C:22]([CH3:25])([CH3:24])[CH3:23])=[O:20])([O:21][C:22]([CH3:25])([CH3:24])[CH3:23])=[O:20], predict the reaction product. The product is: [C:22]([O:21][C:19](=[O:20])[NH:1][CH:2]([C:5]1[CH:10]=[CH:9][CH:8]=[C:7]([Br:11])[CH:6]=1)[CH2:3][OH:4])([CH3:25])([CH3:24])[CH3:23].